This data is from Full USPTO retrosynthesis dataset with 1.9M reactions from patents (1976-2016). The task is: Predict the reactants needed to synthesize the given product. Given the product [S:4]1[C:5]2[CH:10]=[CH:9][CH:8]=[CH:7][C:6]=2[C:2]([C:19]#[C:18][CH2:17][O:20][CH:21]2[CH2:26][CH2:25][CH2:24][CH2:23][O:22]2)=[CH:3]1, predict the reactants needed to synthesize it. The reactants are: Br[C:2]1[C:6]2[CH:7]=[CH:8][CH:9]=[CH:10][C:5]=2[S:4][CH:3]=1.C(=O)([O-])[O-].[Cs+].[Cs+].[CH2:17]([O:20][CH:21]1[CH2:26][CH2:25][CH2:24][CH2:23][O:22]1)[C:18]#[CH:19].C1(P(C2CCCCC2)C2C=CC=CC=2C2C(C(C)C)=CC(C(C)C)=CC=2C(C)C)CCCCC1.